Task: Predict the reaction yield, written as a fraction of the theoretical maximum amount of product (1.0 means a 100% yield; for example, 0.34 means a 34% yield).. Dataset: Reaction yield outcomes from USPTO patents with 853,638 reactions (1) The product is [Br:18][CH2:10][C:9]1[CH:8]=[CH:7][C:4]([C:5]#[N:6])=[CH:3][C:2]=1[Cl:1]. The yield is 0.680. The catalyst is C(Cl)(Cl)(Cl)Cl.N(C(C)(C)C#N)=NC(C)(C)C#N. The reactants are [Cl:1][C:2]1[CH:3]=[C:4]([CH:7]=[CH:8][C:9]=1[CH3:10])[C:5]#[N:6].C1C(=O)N([Br:18])C(=O)C1. (2) The reactants are [CH2:1]([N:8]([C@H:13]([CH:15]1[CH2:17][CH2:16]1)[CH3:14])[C:9](=[O:12])[CH2:10]Br)[C:2]1[CH:7]=[CH:6][CH:5]=[CH:4][CH:3]=1.[N-:18]=[N+:19]=[N-:20].[Na+]. The catalyst is CS(C)=O.O. The product is [N:18]([CH2:10][C:9]([N:8]([CH2:1][C:2]1[CH:7]=[CH:6][CH:5]=[CH:4][CH:3]=1)[C@H:13]([CH:15]1[CH2:17][CH2:16]1)[CH3:14])=[O:12])=[N+:19]=[N-:20]. The yield is 0.930. (3) The yield is 0.140. The catalyst is ClCCl.CN(C1C=CN=CC=1)C. The product is [C:7]([O:9][C@H:23]([C:24](=[O:25])[N:26]([CH2:27][CH2:28][O:29][CH3:30])[CH2:31][CH2:32][O:33][CH3:34])[CH3:35])(=[O:8])/[CH:6]=[CH:5]/[C:3]([O:2][CH3:1])=[O:4]. The reactants are [CH3:1][O:2][C:3](/[CH:5]=[CH:6]/[C:7]([OH:9])=[O:8])=[O:4].Cl.CN(C)CCCN=C=NCC.O[C@@H:23]([CH3:35])[C:24]([N:26]([CH2:31][CH2:32][O:33][CH3:34])[CH2:27][CH2:28][O:29][CH3:30])=[O:25]. (4) The reactants are [NH2:1][C:2]1[N:3]([CH3:24])[C:4](=[O:23])[C:5]2([C:15]3[C:10](=[CH:11][CH:12]=[C:13](Br)[CH:14]=3)[O:9][CH:8]([C:17]3[CH:22]=[CH:21][CH:20]=[CH:19][CH:18]=3)[CH2:7]2)[N:6]=1.[C:25]([CH2:27][CH2:28][NH:29][C:30]([C:32]1[CH:33]=[C:34](B(O)O)[CH:35]=[CH:36][CH:37]=1)=[O:31])#[N:26]. The catalyst is O1CCOCC1.C([O-])([O-])=O.[Cs+].[Cs+].Cl[Pd](Cl)([P](C1C=CC=CC=1)(C1C=CC=CC=1)C1C=CC=CC=1)[P](C1C=CC=CC=1)(C1C=CC=CC=1)C1C=CC=CC=1. The product is [NH2:1][C:2]1[N:3]([CH3:24])[C:4](=[O:23])[C:5]2([C:15]3[C:10](=[CH:11][CH:12]=[C:13]([C:36]4[CH:37]=[C:32]([CH:33]=[CH:34][CH:35]=4)[C:30]([NH:29][CH2:28][CH2:27][C:25]#[N:26])=[O:31])[CH:14]=3)[O:9][CH:8]([C:17]3[CH:22]=[CH:21][CH:20]=[CH:19][CH:18]=3)[CH2:7]2)[N:6]=1. The yield is 0.0800. (5) The reactants are Cl.[OH:2][C@H:3]1[CH2:7][NH:6][C@H:5]([C:8]([NH:10][CH2:11][C:12]2[CH:17]=[CH:16][C:15]([C:18]3[S:22][CH:21]=[N:20][C:19]=3[CH3:23])=[CH:14][CH:13]=2)=[O:9])[CH2:4]1.[C:24]([O:28][C:29]([NH:31][C@@H:32]([CH:36]([CH3:38])[CH3:37])[C:33](O)=[O:34])=[O:30])([CH3:27])([CH3:26])[CH3:25].CCN(C(C)C)C(C)C.CN(C(ON1N=NC2C=CC=NC1=2)=[N+](C)C)C.F[P-](F)(F)(F)(F)F. The catalyst is CN(C=O)C. The product is [OH:2][C@H:3]1[CH2:7][N:6]([C:33](=[O:34])[C@@H:32]([NH:31][C:29](=[O:30])[O:28][C:24]([CH3:27])([CH3:26])[CH3:25])[CH:36]([CH3:38])[CH3:37])[C@H:5]([C:8](=[O:9])[NH:10][CH2:11][C:12]2[CH:13]=[CH:14][C:15]([C:18]3[S:22][CH:21]=[N:20][C:19]=3[CH3:23])=[CH:16][CH:17]=2)[CH2:4]1. The yield is 0.720. (6) The reactants are P([O:13][CH2:14][C@@H:15]1[CH2:19][CH2:18][CH2:17][N:16]1[CH2:20][CH2:21][CH2:22][O:23][C:24]1[CH:33]=[C:32]2[C:27]([C:28]([NH:34][C:35]3[CH:39]=[C:38]([CH2:40][C:41]([NH:43][C:44]4[CH:49]=[CH:48][CH:47]=[C:46]([F:50])[C:45]=4[F:51])=[O:42])[NH:37][N:36]=3)=[N:29][CH:30]=[N:31]2)=[CH:26][CH:25]=1)(OC(C)(C)C)(OC(C)(C)C)=O.N1CCC[C@H]1CO. No catalyst specified. The product is [F:51][C:45]1[C:46]([F:50])=[CH:47][CH:48]=[CH:49][C:44]=1[NH:43][C:41](=[O:42])[CH2:40][C:38]1[NH:37][N:36]=[C:35]([NH:34][C:28]2[C:27]3[C:32](=[CH:33][C:24]([O:23][CH2:22][CH2:21][CH2:20][N:16]4[CH2:17][CH2:18][CH2:19][C@H:15]4[CH2:14][OH:13])=[CH:25][CH:26]=3)[N:31]=[CH:30][N:29]=2)[CH:39]=1. The yield is 0.400. (7) The product is [ClH:33].[NH2:32][CH2:8][CH2:9][O:10][C:11]1[CH:16]=[CH:15][C:14]([CH2:17][CH2:18][C:19](=[O:29])[CH2:20][C:21]([C:23]2[CH:24]=[CH:25][CH:26]=[CH:27][CH:28]=2)=[O:22])=[CH:13][C:12]=1[O:30][CH3:31]. The reactants are C([CH:8]([NH2:32])[CH2:9][O:10][C:11]1[CH:16]=[CH:15][C:14]([CH2:17][CH2:18][C:19](=[O:29])[CH2:20][C:21]([C:23]2[CH:28]=[CH:27][CH:26]=[CH:25][CH:24]=2)=[O:22])=[CH:13][C:12]=1[O:30][CH3:31])(OC(C)(C)C)=O.[ClH:33].C(OCC)C. The catalyst is O1CCOCC1. The yield is 0.990. (8) The reactants are CO[C:3](=[O:24])[C:4]1[CH:9]=[CH:8][C:7]([O:10][CH2:11][C:12]2[C:13]([C:18]3[CH:23]=[CH:22][CH:21]=[CH:20][CH:19]=3)=[N:14][O:15][C:16]=2[CH3:17])=[N:6][CH:5]=1.[NH2:25][CH2:26][CH2:27][CH2:28][CH2:29][CH2:30][CH2:31][OH:32]. No catalyst specified. The product is [OH:32][CH2:31][CH2:30][CH2:29][CH2:28][CH2:27][CH2:26][NH:25][C:3](=[O:24])[C:4]1[CH:9]=[CH:8][C:7]([O:10][CH2:11][C:12]2[C:13]([C:18]3[CH:19]=[CH:20][CH:21]=[CH:22][CH:23]=3)=[N:14][O:15][C:16]=2[CH3:17])=[N:6][CH:5]=1. The yield is 0.200.